From a dataset of Peptide-MHC class II binding affinity with 134,281 pairs from IEDB. Regression. Given a peptide amino acid sequence and an MHC pseudo amino acid sequence, predict their binding affinity value. This is MHC class II binding data. The binding affinity (normalized) is 0.468. The MHC is HLA-DQA10303-DQB10402 with pseudo-sequence HLA-DQA10303-DQB10402. The peptide sequence is WLACGVDNFCVKVLAK.